This data is from Reaction yield outcomes from USPTO patents with 853,638 reactions. The task is: Predict the reaction yield, written as a fraction of the theoretical maximum amount of product (1.0 means a 100% yield; for example, 0.34 means a 34% yield). (1) The reactants are [F:1][C:2]1[CH:20]=[CH:19][C:5]([O:6][CH2:7][C:8]2[CH:13]=[CH:12][C:11]([CH2:14][CH2:15][N+:16]([O-:18])=O)=[CH:10][N:9]=2)=[CH:4][CH:3]=1.C[O-].[Li+].[C:24]([C:26]1[C:27]([NH2:32])=[N:28][CH:29]=[CH:30][CH:31]=1)#[CH:25].C(N(CC)CC)C. The catalyst is [Ti](Cl)(Cl)(Cl)Cl.O.O1CCCC1.C(OCC)(=O)C.CO. The product is [F:1][C:2]1[CH:3]=[CH:4][C:5]([O:6][CH2:7][C:8]2[N:9]=[CH:10][C:11]([CH2:14][C:15]3[CH:25]=[C:24]([C:26]4[C:27]([NH2:32])=[N:28][CH:29]=[CH:30][CH:31]=4)[O:18][N:16]=3)=[CH:12][CH:13]=2)=[CH:19][CH:20]=1. The yield is 0.254. (2) The reactants are [Cu][C:2]#[N:3].Br[C:5]1[C:10]([CH3:11])=[CH:9][C:8]([Br:12])=[CH:7][N:6]=1.O. The catalyst is CN(C=O)C. The product is [Br:12][C:8]1[CH:9]=[C:10]([CH3:11])[C:5]([C:2]#[N:3])=[N:6][CH:7]=1. The yield is 0.740. (3) The reactants are [O-][N+:2]1[CH:7]=[CH:6][CH:5]=[C:4]([C:8](=[O:10])[CH3:9])[CH:3]=1.C(OC(=O)C)(=O)C.C(C1C(=O)NC=CC=1)(=O)C.C(C1C=CC(=O)NC=1)(=O)C.[O:38]=[C:39]1[CH2:44][CH2:43][N:42]([C:45]([O:47][C:48]([CH3:51])([CH3:50])[CH3:49])=[O:46])[CH2:41][CH2:40]1.N1CCCC1. The catalyst is C1(C)C=CC=CC=1. The product is [O:10]=[C:8]1[C:4]2[C:3](=[N:2][CH:7]=[CH:6][CH:5]=2)[O:38][C:39]2([CH2:40][CH2:41][N:42]([C:45]([O:47][C:48]([CH3:50])([CH3:49])[CH3:51])=[O:46])[CH2:43][CH2:44]2)[CH2:9]1. The yield is 0.140. (4) The yield is 0.780. The catalyst is C(Cl)Cl. The reactants are Br[CH2:2][C:3]([NH2:5])=[O:4].CN(C=O)C.C(=O)([O-])[O-].[Cs+].[Cs+].[OH:17][C:18]1[CH:27]=[CH:26][C:21]([C:22]([O:24][CH3:25])=[O:23])=[C:20]([O:28][CH3:29])[CH:19]=1. The product is [NH2:5][C:3](=[O:4])[CH2:2][O:17][C:18]1[CH:27]=[CH:26][C:21]([C:22]([O:24][CH3:25])=[O:23])=[C:20]([O:28][CH3:29])[CH:19]=1.